Dataset: Full USPTO retrosynthesis dataset with 1.9M reactions from patents (1976-2016). Task: Predict the reactants needed to synthesize the given product. (1) Given the product [Br:11][C:12]1[CH:20]=[CH:19][C:15]2[C:16]3=[N:17][O:18][C:24]([C:25]4[C:29]([C:30]([F:33])([F:31])[F:32])=[C:28]([C:34]5[CH:39]=[CH:38][CH:37]=[CH:36][CH:35]=5)[O:27][N:26]=4)=[C:23]3[CH2:22][O:21][C:14]=2[CH:13]=1, predict the reactants needed to synthesize it. The reactants are: Cl[O-].[Na+].C(N(CC)CC)C.[Br:11][C:12]1[CH:20]=[CH:19][C:15](/[CH:16]=[N:17]/[OH:18])=[C:14]([O:21][CH2:22][C:23]#[C:24][C:25]2[C:29]([C:30]([F:33])([F:32])[F:31])=[C:28]([C:34]3[CH:39]=[CH:38][CH:37]=[CH:36][CH:35]=3)[O:27][N:26]=2)[CH:13]=1. (2) Given the product [Br:30][CH2:1][C:2]1[C:3]([C:20]2[CH:25]=[CH:24][CH:23]=[C:22]([C:26]([F:29])([F:27])[F:28])[CH:21]=2)=[N:4][C:5]2[C:10]([C:11]=1[C:12]([O:14][CH3:15])=[O:13])=[CH:9][C:8]([S:16]([CH3:19])(=[O:17])=[O:18])=[CH:7][CH:6]=2, predict the reactants needed to synthesize it. The reactants are: [CH3:1][C:2]1[C:3]([C:20]2[CH:25]=[CH:24][CH:23]=[C:22]([C:26]([F:29])([F:28])[F:27])[CH:21]=2)=[N:4][C:5]2[C:10]([C:11]=1[C:12]([O:14][CH3:15])=[O:13])=[CH:9][C:8]([S:16]([CH3:19])(=[O:18])=[O:17])=[CH:7][CH:6]=2.[Br:30]N1C(=O)CCC1=O.C(OOC(=O)C1C=CC=CC=1)(=O)C1C=CC=CC=1. (3) Given the product [NH2:1][C:2]1[N:7]=[C:6]([NH:8][CH2:9][CH2:10][CH2:11][CH3:12])[C:5]([CH2:13][C:14]2[CH:19]=[CH:18][C:17]([CH2:20][C:21]([OH:23])=[O:22])=[CH:16][C:15]=2[OH:25])=[C:4]([CH3:26])[N:3]=1, predict the reactants needed to synthesize it. The reactants are: [NH2:1][C:2]1[N:7]=[C:6]([NH:8][CH2:9][CH2:10][CH2:11][CH3:12])[C:5]([CH2:13][C:14]2[CH:19]=[CH:18][C:17]([CH2:20][C:21]([O:23]C)=[O:22])=[CH:16][C:15]=2[OH:25])=[C:4]([CH3:26])[N:3]=1.[Li+].[OH-]. (4) Given the product [NH2:26][C:24]1[N:23]=[CH:22][N:21]=[C:20]2[N:19]([CH:27]3[CH2:33][O:32][CH2:31][CH2:30][N:29]([C:9]([O:11][C:12]([CH3:13])([CH3:14])[CH3:15])=[O:10])[CH2:28]3)[N:18]=[C:17]([I:16])[C:25]=12, predict the reactants needed to synthesize it. The reactants are: [C:9](O[C:9]([O:11][C:12]([CH3:15])([CH3:14])[CH3:13])=[O:10])([O:11][C:12]([CH3:15])([CH3:14])[CH3:13])=[O:10].[I:16][C:17]1[C:25]2[C:20](=[N:21][CH:22]=[N:23][C:24]=2[NH2:26])[N:19]([CH:27]2[CH2:33][O:32][CH2:31][CH2:30][NH:29][CH2:28]2)[N:18]=1.C(=O)([O-])[O-].[Na+].[Na+].ClCCl. (5) The reactants are: I[C:2]1[CH:3]=[CH:4][C:5]2[O:9][C:8]3[CH2:10][CH2:11][CH:12]=[CH:13][C:7]=3[C:6]=2[CH:14]=1.[CH:15]1[C:27]2[N:26]([C:28]3[CH:29]=[CH:30][C:31]4[NH:32][C:33]5[C:38]([C:39]=4[CH:40]=3)=[CH:37][CH:36]=[CH:35][CH:34]=5)[C:25]3[C:20](=[CH:21][CH:22]=[CH:23][CH:24]=3)[C:19]=2[CH:18]=[CH:17][CH:16]=1.P(C(C)(C)C)(C(C)(C)C)C(C)(C)C.[K]. Given the product [CH:14]1[C:6]2[C:7]3[CH:13]=[CH:12][CH:11]=[CH:10][C:8]=3[O:9][C:5]=2[CH:4]=[CH:3][C:2]=1[N:32]1[C:31]2[CH:30]=[CH:29][C:28]([N:26]3[C:27]4[CH:15]=[CH:16][CH:17]=[CH:18][C:19]=4[C:20]4[C:25]3=[CH:24][CH:23]=[CH:22][CH:21]=4)=[CH:40][C:39]=2[C:38]2[C:33]1=[CH:34][CH:35]=[CH:36][CH:37]=2, predict the reactants needed to synthesize it. (6) Given the product [NH2:36][C:37]1[C:42]([NH:43][CH3:44])=[CH:41][C:40]([C:9]2[CH:30]=[CH:29][C:12]([O:13][CH2:14][CH2:15][CH:16]3[CH2:17][CH2:18][N:19]([C:22]([O:24][C:25]([CH3:26])([CH3:28])[CH3:27])=[O:23])[CH2:20][CH2:21]3)=[C:11]([C:31]([F:32])([F:33])[F:34])[CH:10]=2)=[N:39][C:38]=1[C:46]#[N:47], predict the reactants needed to synthesize it. The reactants are: CC1(C)C(C)(C)OB([C:9]2[CH:30]=[CH:29][C:12]([O:13][CH2:14][CH2:15][CH:16]3[CH2:21][CH2:20][N:19]([C:22]([O:24][C:25]([CH3:28])([CH3:27])[CH3:26])=[O:23])[CH2:18][CH2:17]3)=[C:11]([C:31]([F:34])([F:33])[F:32])[CH:10]=2)O1.[NH2:36][C:37]1[C:38]([C:46]#[N:47])=[N:39][C:40](Cl)=[CH:41][C:42]=1[NH:43][CH3:44].C1(P(C2CCCCC2)C2CCCCC2)CCCCC1.O1CCOCC1. (7) Given the product [CH3:23][C:24]1[CH:29]=[CH:28][C:27]([N+:30]([O-:32])=[O:31])=[CH:26][C:25]=1[S:33]([N:1]1[CH:5]=[C:4]([C:6]2[C:15]3[C:10](=[CH:11][CH:12]=[CH:13][CH:14]=3)[N:9]=[CH:8][CH:7]=2)[CH:3]=[N:2]1)(=[O:35])=[O:34], predict the reactants needed to synthesize it. The reactants are: [NH:1]1[CH:5]=[C:4]([C:6]2[C:15]3[C:10](=[CH:11][CH:12]=[CH:13][CH:14]=3)[N:9]=[CH:8][CH:7]=2)[CH:3]=[N:2]1.C(N(CC)CC)C.[CH3:23][C:24]1[CH:29]=[CH:28][C:27]([N+:30]([O-:32])=[O:31])=[CH:26][C:25]=1[S:33](Cl)(=[O:35])=[O:34]. (8) Given the product [C:1]([C:5]1[CH:6]=[CH:7][C:8]2[O:12][C:11]([C:13]3[CH:14]=[C:15]([NH:28][C:34](=[O:35])[C:33]4[CH:37]=[CH:38][CH:39]=[CH:40][C:32]=4[C:31]([F:30])([F:41])[F:42])[CH:16]=[C:17]([CH2:19][O:20][C:21]4[CH:26]=[CH:25][CH:24]=[CH:23][C:22]=4[Cl:27])[CH:18]=3)=[N:10][C:9]=2[CH:29]=1)([CH3:4])([CH3:2])[CH3:3], predict the reactants needed to synthesize it. The reactants are: [C:1]([C:5]1[CH:6]=[CH:7][C:8]2[O:12][C:11]([C:13]3[CH:14]=[C:15]([NH2:28])[CH:16]=[C:17]([CH2:19][O:20][C:21]4[CH:26]=[CH:25][CH:24]=[CH:23][C:22]=4[Cl:27])[CH:18]=3)=[N:10][C:9]=2[CH:29]=1)([CH3:4])([CH3:3])[CH3:2].[F:30][C:31]([F:42])([F:41])[C:32]1[CH:40]=[CH:39][CH:38]=[CH:37][C:33]=1[C:34](Cl)=[O:35].